Dataset: Forward reaction prediction with 1.9M reactions from USPTO patents (1976-2016). Task: Predict the product of the given reaction. (1) The product is: [CH2:23]([O:22]/[CH:20]=[CH:21]/[C:2]1[CH:3]=[C:4]([S:16]([NH2:19])(=[O:18])=[O:17])[CH:5]=[N:6][C:7]=1[NH:8][CH2:9][CH:10]1[CH2:15][CH2:14][O:13][CH2:12][CH2:11]1)[CH3:24]. Given the reactants Br[C:2]1[CH:3]=[C:4]([S:16]([NH2:19])(=[O:18])=[O:17])[CH:5]=[N:6][C:7]=1[NH:8][CH2:9][CH:10]1[CH2:15][CH2:14][O:13][CH2:12][CH2:11]1.[CH2:20]([O:22]/[CH:23]=[CH:24]/B1OC(C)(C)C(C)(C)O1)[CH3:21].C1(P(C2CCCCC2)C2C=CC=CC=2C2C(OC)=CC=CC=2OC)CCCCC1.P([O-])([O-])([O-])=O.[K+].[K+].[K+], predict the reaction product. (2) Given the reactants [NH2:1][C:2]1[N:7]=[C:6]([NH:8][C@H:9]([C:11]2[N:12]([C:30]3[CH:35]=[CH:34][CH:33]=[CH:32][CH:31]=3)[C:13](=[O:29])[C:14]3[C:19]([CH:20]=2)=[CH:18][CH:17]=[CH:16][C:15]=3[C:21]2[CH:22]=[N:23][C:24]([O:27][CH3:28])=[N:25][CH:26]=2)[CH3:10])[C:5]([C:36]#[N:37])=[CH:4][N:3]=1.C(=N[OH:41])C.C1(P(C2C=CC=CC=2)C2C=CC=CC=2)C=CC=CC=1, predict the reaction product. The product is: [NH2:1][C:2]1[N:7]=[C:6]([NH:8][C@H:9]([C:11]2[N:12]([C:30]3[CH:35]=[CH:34][CH:33]=[CH:32][CH:31]=3)[C:13](=[O:29])[C:14]3[C:19]([CH:20]=2)=[CH:18][CH:17]=[CH:16][C:15]=3[C:21]2[CH:26]=[N:25][C:24]([O:27][CH3:28])=[N:23][CH:22]=2)[CH3:10])[C:5]([C:36]([NH2:37])=[O:41])=[CH:4][N:3]=1. (3) Given the reactants [CH3:1][O:2][C:3]1[CH:4]=[C:5]([N:9]2[CH2:14][CH2:13][NH:12][CH2:11][CH2:10]2)[CH:6]=[CH:7][CH:8]=1.Br[CH2:16][C:17]#[N:18], predict the reaction product. The product is: [CH3:1][O:2][C:3]1[CH:4]=[C:5]([N:9]2[CH2:14][CH2:13][N:12]([CH2:16][C:17]#[N:18])[CH2:11][CH2:10]2)[CH:6]=[CH:7][CH:8]=1. (4) Given the reactants Cl[C:2]1[CH:3]=[C:4]([CH3:30])[C:5]([N:8]([CH2:26][CH:27]([CH3:29])[CH3:28])[S:9]([C:12]2[CH:17]=[CH:16][C:15]([O:18][CH2:19]C3CCOCC3)=[CH:14][CH:13]=2)(=[O:11])=[O:10])=[N:6][CH:7]=1.[B-](F)(F)(F)[C:32]([CH3:34])=[CH2:33].[K+].P([O-])([O-])([O-])=O.[K+].[K+].[K+], predict the reaction product. The product is: [CH2:26]([N:8]([C:5]1[C:4]([CH3:30])=[CH:3][C:2]([C:2]([CH3:3])=[CH2:7])=[CH:7][N:6]=1)[S:9]([C:12]1[CH:13]=[CH:14][C:15]([O:18][CH2:19][CH:15]2[CH2:14][CH2:34][CH2:32][CH2:33][O:18]2)=[CH:16][CH:17]=1)(=[O:11])=[O:10])[CH:27]([CH3:28])[CH3:29]. (5) Given the reactants C[C@@H]1CCCN(C(C2C=C(C)C=CC=2C2C=NN(C)C=2)=O)[C@@H]1CNC1C=CC(C(F)(F)F)=CN=1.[NH2:35][CH2:36][C@@H:37]1[C@H:42]([CH3:43])[CH2:41][CH2:40][CH2:39][N:38]1[C:44]([C:46]1[CH:51]=[C:50]([CH3:52])[CH:49]=[CH:48][C:47]=1[C:53]1[CH:58]=[CH:57][CH:56]=[CH:55][N:54]=1)=[O:45].Cl[C:60]1[CH:67]=[CH:66][C:63]([C:64]#[N:65])=[CH:62][N:61]=1, predict the reaction product. The product is: [CH3:43][C@@H:42]1[CH2:41][CH2:40][CH2:39][N:38]([C:44](=[O:45])[C:46]2[CH:51]=[C:50]([CH3:52])[CH:49]=[CH:48][C:47]=2[C:53]2[CH:58]=[CH:57][CH:56]=[CH:55][N:54]=2)[C@@H:37]1[CH2:36][NH:35][C:60]1[CH:67]=[CH:66][C:63]([C:64]#[N:65])=[CH:62][N:61]=1.